Dataset: Forward reaction prediction with 1.9M reactions from USPTO patents (1976-2016). Task: Predict the product of the given reaction. (1) Given the reactants [OH:1][C:2]1[CH:7]=[C:6]([O:8][CH2:9][CH2:10][O:11][CH3:12])[CH:5]=[CH:4][C:3]=1/[CH:13]=[CH:14]/[C:15]([O:17][CH2:18][CH3:19])=[O:16].Cl[CH2:21][C:22]1[N:23]=[C:24]([C:28]2[CH:33]=[CH:32][CH:31]=[CH:30][CH:29]=2)[O:25][C:26]=1[CH3:27].C(=O)([O-])[O-].[K+].[K+].O, predict the reaction product. The product is: [CH3:12][O:11][CH2:10][CH2:9][O:8][C:6]1[CH:5]=[CH:4][C:3](/[CH:13]=[CH:14]/[C:15]([O:17][CH2:18][CH3:19])=[O:16])=[C:2]([O:1][CH2:21][C:22]2[N:23]=[C:24]([C:28]3[CH:33]=[CH:32][CH:31]=[CH:30][CH:29]=3)[O:25][C:26]=2[CH3:27])[CH:7]=1. (2) Given the reactants [N+:1]([C:4]1[CH:9]=[CH:8][C:7]([S:10](Cl)(=[O:12])=[O:11])=[CH:6][CH:5]=1)([O-:3])=[O:2].C(N(C(C)C)CC)(C)C.[CH3:23][CH:24]([CH3:28])[CH2:25][CH2:26][NH2:27], predict the reaction product. The product is: [CH2:26]([NH:27][S:10]([C:7]1[CH:8]=[CH:9][C:4]([N+:1]([O-:3])=[O:2])=[CH:5][CH:6]=1)(=[O:12])=[O:11])[CH2:25][CH:24]([CH3:28])[CH3:23]. (3) Given the reactants [OH:1][C:2]1[CH:10]=[C:9]2[C:5]([CH:6]=[C:7]([C:12]([OH:14])=O)[N:8]2[CH3:11])=[CH:4][CH:3]=1.[C:15]([O:19][C:20]([N:22]1[CH2:27][CH2:26][NH:25][CH2:24][CH2:23]1)=[O:21])([CH3:18])([CH3:17])[CH3:16].Cl.C(N=C=NCCCN(C)C)C.O.ON1C2C=CC=CC=2N=N1.Cl[C:52]1[CH:57]=[CH:56][C:55]([N+:58]([O-:60])=[O:59])=[CH:54][N:53]=1.C([O-])([O-])=O.[K+].[K+], predict the reaction product. The product is: [C:15]([O:19][C:20]([N:22]1[CH2:27][CH2:26][N:25]([C:12]([C:7]2[N:8]([CH3:11])[C:9]3[C:5]([CH:6]=2)=[CH:4][CH:3]=[C:2]([O:1][C:52]2[CH:57]=[CH:56][C:55]([N+:58]([O-:60])=[O:59])=[CH:54][N:53]=2)[CH:10]=3)=[O:14])[CH2:24][CH2:23]1)=[O:21])([CH3:18])([CH3:16])[CH3:17]. (4) Given the reactants O=[C:2]1[CH2:11][CH2:10][CH2:9][C:8]2[CH:7]=[C:6]([C:12]([OH:14])=[O:13])[CH:5]=[CH:4][C:3]1=2.Cl.[CH2:16]([C:20]1[CH:25]=[CH:24][C:23]([C:26]2[CH:31]=[CH:30][CH:29]=[C:28]([NH:32]N)[CH:27]=2)=[CH:22][CH:21]=1)[CH2:17][CH2:18][CH3:19], predict the reaction product. The product is: [CH2:16]([C:20]1[CH:25]=[CH:24][C:23]([C:26]2[CH:27]=[C:28]3[C:29]([C:11]4[CH2:10][CH2:9][C:8]5[CH:7]=[C:6]([C:12]([OH:14])=[O:13])[CH:5]=[CH:4][C:3]=5[C:2]=4[NH:32]3)=[CH:30][CH:31]=2)=[CH:22][CH:21]=1)[CH2:17][CH2:18][CH3:19]. (5) The product is: [S:22]([N:21]1[CH2:59][CH2:58][CH2:57][N:56]([CH2:72][C:73]2[CH:74]=[CH:75][C:76]([N+:79]([O-:81])=[O:80])=[CH:77][CH:78]=2)[CH2:55][CH2:54][CH2:53][N:13]([S:3]([C:6]2[CH:12]=[CH:11][C:9]([CH3:10])=[CH:8][CH:7]=2)(=[O:4])=[O:5])[CH2:14][CH2:15][CH2:16][N:17]([S:32]([C:35]2[CH:41]=[CH:40][C:38]([CH3:39])=[CH:37][CH:36]=2)(=[O:33])=[O:34])[CH2:18][CH2:19][CH2:20]1)([C:25]1[CH:31]=[CH:30][C:28]([CH3:29])=[CH:27][CH:26]=1)(=[O:24])=[O:23]. Given the reactants [Na].[Na].[S:3]([NH:13][CH2:14][CH2:15][CH2:16][N:17]([S:32]([C:35]1[CH:41]=[CH:40][C:38]([CH3:39])=[CH:37][CH:36]=1)(=[O:34])=[O:33])[CH2:18][CH2:19][CH2:20][NH:21][S:22]([C:25]1[CH:31]=[CH:30][C:28]([CH3:29])=[CH:27][CH:26]=1)(=[O:24])=[O:23])([C:6]1[CH:12]=[CH:11][C:9]([CH3:10])=[CH:8][CH:7]=1)(=[O:5])=[O:4].S(C(=O)[CH2:53][CH2:54][CH2:55][N:56]([CH2:72][C:73]1[CH:78]=[CH:77][C:76]([N+:79]([O-:81])=[O:80])=[CH:75][CH:74]=1)[CH2:57][CH2:58][CH2:59]C(S(C1C=CC(C)=CC=1)(=O)=O)=O)(C1C=CC(C)=CC=1)(=O)=O.O, predict the reaction product. (6) Given the reactants [CH2:1]([N:4]1[C:8](=[O:9])[NH:7][N:6]=[C:5]1[CH2:10][O:11][C:12]([C:25]1[CH:30]=[CH:29][CH:28]=[CH:27][CH:26]=1)([C:19]1[CH:24]=[CH:23][CH:22]=[CH:21][CH:20]=1)[C:13]1[CH:18]=[CH:17][CH:16]=[CH:15][CH:14]=1)[CH2:2][CH3:3].[CH3:31][C:32]1[CH:39]=[CH:38][C:35]([CH2:36]Br)=[CH:34][CH:33]=1.C(=O)([O-])[O-].[K+].[K+], predict the reaction product. The product is: [CH3:31][C:32]1[CH:39]=[CH:38][C:35]([CH2:36][N:7]2[C:8](=[O:9])[N:4]([CH2:1][CH2:2][CH3:3])[C:5]([CH2:10][O:11][C:12]([C:25]3[CH:30]=[CH:29][CH:28]=[CH:27][CH:26]=3)([C:19]3[CH:20]=[CH:21][CH:22]=[CH:23][CH:24]=3)[C:13]3[CH:18]=[CH:17][CH:16]=[CH:15][CH:14]=3)=[N:6]2)=[CH:34][CH:33]=1. (7) Given the reactants NN[C:3](=[N:14][C:15]1[CH:20]=[CH:19][CH:18]=CC=1Cl)[C:4]1C=CC(S(C)(=O)=O)=CC=1.[O:22]=S(Cl)Cl.[Cl:26][C:27]1[CH:32]=[CH:31][CH:30]=[CH:29][C:28]=1[NH2:33].C(N(CC)CC)C.Cl, predict the reaction product. The product is: [Cl:26][C:27]1[CH:32]=[CH:31][CH:30]=[CH:29][C:28]=1[NH:33][C:18](=[O:22])[C:19]1[CH:4]=[CH:3][N:14]=[CH:15][CH:20]=1. (8) Given the reactants CCN(C(C)C)C(C)C.[OH:10][CH2:11][C@H:12]([CH3:39])[O:13][C:14]1[CH:15]=[C:16]([CH:27]=[C:28]([C:30]([NH:32][C:33]2[CH:37]=[CH:36][N:35]([CH3:38])[N:34]=2)=[O:31])[CH:29]=1)[O:17][C:18]1[CH:26]=[CH:25][C:21]([C:22]([OH:24])=O)=[CH:20][CH:19]=1.CN(C(ON1N=N[C:50]2[CH:51]=[CH:52][CH:53]=[N:54][C:49]1=2)=[N+](C)C)C.F[P-](F)(F)(F)(F)F.N1CCCCC1, predict the reaction product. The product is: [OH:10][CH2:11][C@H:12]([CH3:39])[O:13][C:14]1[CH:29]=[C:28]([CH:27]=[C:16]([O:17][C:18]2[CH:26]=[CH:25][C:21]([C:22]([N:54]3[CH2:49][CH2:50][CH2:51][CH2:52][CH2:53]3)=[O:24])=[CH:20][CH:19]=2)[CH:15]=1)[C:30]([NH:32][C:33]1[CH:37]=[CH:36][N:35]([CH3:38])[N:34]=1)=[O:31]. (9) Given the reactants [NH2:1][CH:2]1[CH2:7][CH2:6][N:5]([CH2:8][CH:9]([OH:20])[CH2:10][O:11][C:12]2[CH:17]=[CH:16][CH:15]=[CH:14][C:13]=2[O:18][CH3:19])[CH2:4][CH2:3]1.[CH3:21][C:22]1[CH:27]=[CH:26][CH:25]=[C:24]([CH3:28])[C:23]=1[N:29]=[C:30]=[O:31], predict the reaction product. The product is: [CH3:28][C:24]1[CH:25]=[CH:26][CH:27]=[C:22]([CH3:21])[C:23]=1[NH:29][C:30]([NH:1][CH:2]1[CH2:7][CH2:6][N:5]([CH2:8][CH:9]([OH:20])[CH2:10][O:11][C:12]2[CH:17]=[CH:16][CH:15]=[CH:14][C:13]=2[O:18][CH3:19])[CH2:4][CH2:3]1)=[O:31].